This data is from M1 muscarinic receptor antagonist screen with 61,756 compounds. The task is: Binary Classification. Given a drug SMILES string, predict its activity (active/inactive) in a high-throughput screening assay against a specified biological target. The drug is O(CCn1c2nc3n(c(=O)c2cc(c1=N)C(=O)NCc1occc1)cccc3)C. The result is 0 (inactive).